This data is from Full USPTO retrosynthesis dataset with 1.9M reactions from patents (1976-2016). The task is: Predict the reactants needed to synthesize the given product. Given the product [ClH:49].[ClH:49].[CH:1]1([O:7][C:8]2[CH:9]=[C:10]([C:24]3[CH:25]=[CH:26][C:27]([CH2:30][CH2:31][NH:32][CH2:40][C@H:41]([OH:48])[C:42]4[CH:43]=[N:44][CH:45]=[CH:46][CH:47]=4)=[CH:28][CH:29]=3)[CH:11]=[CH:12][C:13]=2[C:14]([NH:16][S:17]([CH2:20][CH2:21][O:22][CH3:23])(=[O:18])=[O:19])=[O:15])[CH2:2][CH2:3][CH2:4][CH2:5][CH2:6]1, predict the reactants needed to synthesize it. The reactants are: [CH:1]1([O:7][C:8]2[CH:9]=[C:10]([C:24]3[CH:29]=[CH:28][C:27]([CH2:30][CH2:31][N:32]([CH2:40][C@H:41]([OH:48])[C:42]4[CH:43]=[N:44][CH:45]=[CH:46][CH:47]=4)C(=O)OC(C)(C)C)=[CH:26][CH:25]=3)[CH:11]=[CH:12][C:13]=2[C:14]([NH:16][S:17]([CH2:20][CH2:21][O:22][CH3:23])(=[O:19])=[O:18])=[O:15])[CH2:6][CH2:5][CH2:4][CH2:3][CH2:2]1.[ClH:49].